This data is from Catalyst prediction with 721,799 reactions and 888 catalyst types from USPTO. The task is: Predict which catalyst facilitates the given reaction. (1) Reactant: [C:1]([C:3]1[CH:8]=[CH:7][C:6]([CH:9]([S:13]([C:16]2[CH:22]=[CH:21][C:19]([CH3:20])=[CH:18][CH:17]=2)(=[O:15])=[O:14])[NH:10][CH:11]=O)=[CH:5][CH:4]=1)#[N:2].O(Cl)Cl. Product: [N+:10]([CH:9]([S:13]([C:16]1[CH:17]=[CH:18][C:19]([CH3:20])=[CH:21][CH:22]=1)(=[O:15])=[O:14])[C:6]1[CH:5]=[CH:4][C:3]([C:1]#[N:2])=[CH:8][CH:7]=1)#[C-:11]. The catalyst class is: 7. (2) Product: [C:40]([NH:1][C:2]1[CH:15]=[C:14]([C:16]2[CH2:20][C:19]([C:25]3[CH:30]=[C:29]([Cl:31])[CH:28]=[C:27]([Cl:32])[CH:26]=3)([C:21]([F:24])([F:23])[F:22])[O:18][N:17]=2)[CH:13]=[CH:12][C:3]=1[C:4]([NH:6][CH2:7][C:8]([F:10])([F:9])[F:11])=[O:5])(=[O:42])[CH3:41]. The catalyst class is: 22. Reactant: [NH2:1][C:2]1[CH:15]=[C:14]([C:16]2[CH2:20][C:19]([C:25]3[CH:30]=[C:29]([Cl:31])[CH:28]=[C:27]([Cl:32])[CH:26]=3)([C:21]([F:24])([F:23])[F:22])[O:18][N:17]=2)[CH:13]=[CH:12][C:3]=1[C:4]([NH:6][CH2:7][C:8]([F:11])([F:10])[F:9])=[O:5].C(N(CC)CC)C.[C:40](OC(=O)C)(=[O:42])[CH3:41]. (3) Reactant: [C:1]([C:4]1[S:8][C:7]([C:9]([OH:11])=O)=[CH:6][CH:5]=1)(=[O:3])[CH3:2].CCN=C=NCCCN(C)C.C1C=CC2N(O)N=NC=2C=1.Cl.[CH3:34][NH:35][O:36][CH3:37].CN1CCOCC1. The catalyst class is: 287. Product: [C:1]([C:4]1[S:8][C:7]([C:9]([N:35]([O:36][CH3:37])[CH3:34])=[O:11])=[CH:6][CH:5]=1)(=[O:3])[CH3:2]. (4) Reactant: [Cl:1][C:2]1[CH:7]=[C:6]([C:8](=[O:32])[NH:9][C:10]2[S:11][CH:12]=[C:13]([C:15]3[CH:20]=[CH:19][CH:18]=[C:17]([C@@H:21]([O:28][CH3:29])[CH2:22][CH2:23][CH2:24][CH2:25][CH2:26][CH3:27])[C:16]=3[O:30][CH3:31])[N:14]=2)[CH:5]=[C:4]([Cl:33])[C:3]=1/[CH:34]=[C:35](\[CH3:41])/[C:36]([O:38]CC)=[O:37].[OH-].[Na+].Cl. Product: [Cl:33][C:4]1[CH:5]=[C:6]([C:8](=[O:32])[NH:9][C:10]2[S:11][CH:12]=[C:13]([C:15]3[CH:20]=[CH:19][CH:18]=[C:17]([C@@H:21]([O:28][CH3:29])[CH2:22][CH2:23][CH2:24][CH2:25][CH2:26][CH3:27])[C:16]=3[O:30][CH3:31])[N:14]=2)[CH:7]=[C:2]([Cl:1])[C:3]=1/[CH:34]=[C:35](\[CH3:41])/[C:36]([OH:38])=[O:37]. The catalyst class is: 219. (5) Reactant: [NH2:1][C:2]1([C:10]#[N:11])[CH2:7][CH2:6][CH2:5][C:4]([CH3:9])([CH3:8])[CH2:3]1.N.[OH:13]S(O)(=O)=O. Product: [NH2:1][C:2]1([C:10]([NH2:11])=[O:13])[CH2:7][CH2:6][CH2:5][C:4]([CH3:8])([CH3:9])[CH2:3]1. The catalyst class is: 6. (6) Reactant: [CH3:1][C:2]1[N:3]([C:8]2[CH:13]=[C:12]([CH3:14])[C:11](Br)=[C:10]([CH3:16])[N:9]=2)[C:4]([CH3:7])=[CH:5][CH:6]=1.[OH-:17].[K+].O. Product: [CH3:1][C:2]1[N:3]([C:8]2[CH:13]=[C:12]([CH3:14])[C:11]([OH:17])=[C:10]([CH3:16])[N:9]=2)[C:4]([CH3:7])=[CH:5][CH:6]=1. The catalyst class is: 62.